Predict the reactants needed to synthesize the given product. From a dataset of Full USPTO retrosynthesis dataset with 1.9M reactions from patents (1976-2016). (1) Given the product [CH2:11]([O:10][C@H:9]1[C:8]([CH2:18][OH:19])([CH2:28][OH:29])[O:7][C@@H:6]([N:38]2[CH:46]=[C:44]([CH3:45])[C:42](=[O:43])[NH:41][C:39]2=[O:40])[C@@H:5]1[OH:4])[C:12]1[CH:13]=[CH:14][CH:15]=[CH:16][CH:17]=1, predict the reactants needed to synthesize it. The reactants are: C([O:4][C@@H:5]1[C@@H:9]([O:10][CH2:11][C:12]2[CH:17]=[CH:16][CH:15]=[CH:14][CH:13]=2)[C:8]([CH2:28][O:29]C(=O)C2C=CC=CC=2)([CH2:18][O:19]C(=O)C2C=CC=CC=2)[O:7][C@H:6]1[N:38]1[CH:46]=[C:44]([CH3:45])[C:42](=[O:43])[NH:41][C:39]1=[O:40])(=O)C.C[O-].[Na+].Cl. (2) Given the product [Cl:13][CH2:38][CH:37]1[CH2:5][CH2:4][C:3]([NH:17][C:33](=[O:34])[O:32][CH2:25][C:26]2[CH:31]=[CH:30][CH:29]=[CH:28][CH:27]=2)([C:2]#[N:14])[CH2:40][CH2:36]1, predict the reactants needed to synthesize it. The reactants are: Cl[CH2:2][CH:3]1CCC2(OCCO2)[CH2:5][CH2:4]1.[ClH:13].[NH4+:14].[OH-].[C-]#[N:17].[Na+].C([O-])([O-])=O.[Na+].[Na+].[CH2:25]([O:32][C:33](Cl)=[O:34])[C:26]1[CH:31]=[CH:30][CH:29]=[CH:28][CH:27]=1.[CH2:36]1[CH2:40]O[CH2:38][CH2:37]1. (3) Given the product [CH3:1][O:2][C:3]([C:5]1[C:6](=[O:17])[S:7][C:8]2[C:13]([C:14]=1[OH:15])=[CH:12][CH:11]=[C:10]([C:18]1[CH:23]=[CH:22][CH:21]=[CH:20][CH:19]=1)[CH:9]=2)=[O:4], predict the reactants needed to synthesize it. The reactants are: [CH3:1][O:2][C:3]([C:5]1[C:6](=[O:17])[S:7][C:8]2[C:13]([C:14]=1[OH:15])=[CH:12][CH:11]=[C:10](Br)[CH:9]=2)=[O:4].[C:18]1(B(O)O)[CH:23]=[CH:22][CH:21]=[CH:20][CH:19]=1. (4) Given the product [Br:3][C:4]1[C:5]([N:10]([CH2:40][O:39][CH2:38][CH2:37][Si:36]([CH3:43])([CH3:42])[CH3:35])[C:11](=[O:29])[CH2:12][C:13]2[CH2:14][CH2:15][N:16]([C:19]([O:21][CH2:22][C:23]3[CH:24]=[CH:25][CH:26]=[CH:27][CH:28]=3)=[O:20])[CH2:17][CH:18]=2)=[N:6][CH:7]=[CH:8][CH:9]=1, predict the reactants needed to synthesize it. The reactants are: [H-].[Na+].[Br:3][C:4]1[C:5]([NH:10][C:11](=[O:29])[CH2:12][C:13]2[CH2:14][CH2:15][N:16]([C:19]([O:21][CH2:22][C:23]3[CH:28]=[CH:27][CH:26]=[CH:25][CH:24]=3)=[O:20])[CH2:17][CH:18]=2)=[N:6][CH:7]=[CH:8][CH:9]=1.C(OCCl)C.[CH3:35][Si:36]([CH3:43])([CH3:42])[CH2:37][CH2:38][O:39][CH2:40]Cl. (5) Given the product [CH2:16]([O:15][S:12]([O-:18])(=[O:14])=[O:13])[CH3:17].[CH2:2]([N+:6]1[CH:10]=[CH:9][N:8]([CH3:11])[CH:7]=1)[CH2:3][CH2:4][CH3:5], predict the reactants needed to synthesize it. The reactants are: [Cl-].[CH2:2]([N+:6]1[CH:10]=[CH:9][N:8]([CH3:11])[CH:7]=1)[CH2:3][CH2:4][CH3:5].[S:12]([O:18]CC)([O:15][CH2:16][CH3:17])(=[O:14])=[O:13]. (6) Given the product [CH:51]([NH:50][C:48](=[O:49])[CH2:47][NH:5][C@:6]12[CH2:40][CH2:39][C@@H:38]([C:41]([CH3:43])=[CH2:42])[C@@H:7]1[C@@H:8]1[C@@:21]([CH3:24])([CH2:22][CH2:23]2)[C@@:20]2([CH3:25])[C@@H:11]([C@:12]3([CH3:37])[C@@H:17]([CH2:18][CH2:19]2)[C:16]([CH3:27])([CH3:26])[C:15]([C:28]2[CH:29]=[CH:30][C:31]([C:32]([OH:34])=[O:33])=[CH:35][CH:36]=2)=[CH:14][CH2:13]3)[CH2:10][CH2:9]1)([CH3:53])[CH3:52], predict the reactants needed to synthesize it. The reactants are: CN(C)C(=O)C[NH:5][C@:6]12[CH2:40][CH2:39][C@@H:38]([C:41]([CH3:43])=[CH2:42])[C@@H:7]1[C@@H:8]1[C@@:21]([CH3:24])([CH2:22][CH2:23]2)[C@@:20]2([CH3:25])[C@@H:11]([C@:12]3([CH3:37])[C@@H:17]([CH2:18][CH2:19]2)[C:16]([CH3:27])([CH3:26])[C:15]([C:28]2[CH:36]=[CH:35][C:31]([C:32]([OH:34])=[O:33])=[CH:30][CH:29]=2)=[CH:14][CH2:13]3)[CH2:10][CH2:9]1.Cl[CH2:47][C:48]([NH:50][CH:51]([CH3:53])[CH3:52])=[O:49]. (7) The reactants are: [C:1]([C:3]1[C:8]([N:9]2[CH2:14][CH2:13][N:12]([C:15](=[O:22])[CH2:16][CH2:17][C:18]([O:20][CH3:21])=O)[C@H:11]([CH:23]([CH3:25])[CH3:24])[CH2:10]2)=[N:7][C:6]([CH:26]2[CH2:28][CH2:27]2)=[C:5]2[CH2:29][O:30][C:31]([CH3:34])([CH3:33])[CH2:32][C:4]=12)#[N:2].O.[NH2:36][NH2:37]. Given the product [O:20]1[CH:21]=[N:37][N:36]=[C:18]1[CH2:17][CH2:16][C:15]([N:12]1[CH2:13][CH2:14][N:9]([C:8]2[N:7]=[C:6]([CH:26]3[CH2:28][CH2:27]3)[C:5]3[CH2:29][O:30][C:31]([CH3:33])([CH3:34])[CH2:32][C:4]=3[C:3]=2[C:1]#[N:2])[CH2:10][C@H:11]1[CH:23]([CH3:25])[CH3:24])=[O:22], predict the reactants needed to synthesize it. (8) Given the product [Cl:1][C:2]1[C:6]([Cl:7])=[C:5]([CH3:8])[NH:4][C:3]=1[C:9]([NH:11][CH:12]1[CH2:13][CH2:14][N:15]([C:18]2[N:23]=[C:22]([O:24][CH2:25][CH:26]([OH:27])[CH2:30][OH:29])[N:21]=[C:20]([C:33]([NH:35][O:36][CH3:37])=[O:34])[CH:19]=2)[CH2:16][CH2:17]1)=[O:10], predict the reactants needed to synthesize it. The reactants are: [Cl:1][C:2]1[C:6]([Cl:7])=[C:5]([CH3:8])[NH:4][C:3]=1[C:9]([NH:11][CH:12]1[CH2:17][CH2:16][N:15]([C:18]2[N:23]=[C:22]([O:24][CH2:25][CH:26]3[CH2:30][O:29]C(C)(C)[O:27]3)[N:21]=[C:20]([C:33]([NH:35][O:36][CH3:37])=[O:34])[CH:19]=2)[CH2:14][CH2:13]1)=[O:10].C(O)(C(F)(F)F)=O.[OH-].[NH4+]. (9) Given the product [F:1][C:2]1[CH:7]=[CH:6][C:5]([CH2:8][C:9]([O:16][CH2:14][CH3:15])=[O:10])=[CH:4][C:3]=1[CH3:12], predict the reactants needed to synthesize it. The reactants are: [F:1][C:2]1[CH:7]=[CH:6][C:5]([CH2:8][C:9](N)=[O:10])=[CH:4][C:3]=1[CH3:12].Cl.[CH2:14]([OH:16])[CH3:15].